From a dataset of Catalyst prediction with 721,799 reactions and 888 catalyst types from USPTO. Predict which catalyst facilitates the given reaction. (1) The catalyst class is: 1. Product: [CH3:23][O:22][C:20]([C:18]1[N:17]([CH:4]2[C:5]3[C:10](=[CH:9][CH:8]=[CH:7][CH:6]=3)[C:2]([F:14])([F:1])[C:3]2([CH3:13])[CH3:12])[CH:16]=[N:15][CH:19]=1)=[O:21]. Reactant: [F:1][C:2]1([F:14])[C:10]2[C:5](=[CH:6][CH:7]=[CH:8][CH:9]=2)[CH:4](O)[C:3]1([CH3:13])[CH3:12].[NH:15]1[CH:19]=[C:18]([C:20]([O:22][CH3:23])=[O:21])[N:17]=[CH:16]1.C1(P(C2C=CC=CC=2)C2C=CC=CC=2)C=CC=CC=1.N(C(OC(C)(C)C)=O)=NC(OC(C)(C)C)=O.Cl.O1CCOCC1. (2) Reactant: [Cl:1][C:2]1[N:10]=[C:9]2[C:5]([N:6]=[CH:7][N:8]2[C@@H:11]2[CH2:15][C@H:14]([N:16]3[CH:20]=[C:19]([CH2:21][OH:22])[CH:18]=[N:17]3)[CH:13]=[CH:12]2)=[C:4](Cl)[N:3]=1.[NH2:24][C@H:25]1[CH2:29][CH2:28][CH2:27][C@@H:26]1[OH:30]. Product: [Cl:1][C:2]1[N:10]=[C:9]2[C:5]([N:6]=[CH:7][N:8]2[C@@H:11]2[CH2:15][C@H:14]([N:16]3[CH:20]=[C:19]([CH2:21][OH:22])[CH:18]=[N:17]3)[CH:13]=[CH:12]2)=[C:4]([NH:24][C@H:25]2[CH2:29][CH2:28][CH2:27][C@@H:26]2[OH:30])[N:3]=1. The catalyst class is: 1. (3) Reactant: [F:1][C:2]1[C:7]([OH:8])=[C:6]([C:9]2[CH:14]=[CH:13][N:12]=[CH:11][CH:10]=2)[CH:5]=[CH:4][CH:3]=1.[F:15][C:16]([F:29])([F:28])[S:17](O[S:17]([C:16]([F:29])([F:28])[F:15])(=[O:19])=[O:18])(=[O:19])=[O:18]. Product: [F:1][C:2]1[CH:3]=[CH:4][CH:5]=[C:6]([C:9]2[CH:14]=[CH:13][N:12]=[CH:11][CH:10]=2)[C:7]=1[O:8][S:17]([C:16]([F:29])([F:28])[F:15])(=[O:19])=[O:18]. The catalyst class is: 17. (4) Reactant: [F:1][C:2]([F:12])([F:11])[O:3][C:4]1[CH:10]=[CH:9][C:7]([NH2:8])=[CH:6][CH:5]=1.[C:13]([S-:15])#[N:14].[K+].BrBr.[NH4+].[OH-]. Product: [F:1][C:2]([F:11])([F:12])[O:3][C:4]1[CH:10]=[CH:9][C:7]2[N:8]=[C:13]([NH2:14])[S:15][C:6]=2[CH:5]=1. The catalyst class is: 52. (5) Reactant: [N+:1]([C:4]1[CH:12]=[C:11]2[C:7]([CH:8]=[N:9][N:10]2[CH:13]2[CH2:18][CH2:17][N:16]([C:19]([O:21][C:22]([CH3:25])([CH3:24])[CH3:23])=[O:20])[CH2:15][CH2:14]2)=[CH:6][CH:5]=1)([O-])=O. Product: [NH2:1][C:4]1[CH:12]=[C:11]2[C:7]([CH:8]=[N:9][N:10]2[CH:13]2[CH2:14][CH2:15][N:16]([C:19]([O:21][C:22]([CH3:25])([CH3:24])[CH3:23])=[O:20])[CH2:17][CH2:18]2)=[CH:6][CH:5]=1. The catalyst class is: 312. (6) Reactant: [Si:1]([O:18][CH2:19][C:20]1[C:21]([O:28][CH3:29])=[N:22][C:23]([CH:26]=C)=[N:24][CH:25]=1)([C:14]([CH3:17])([CH3:16])[CH3:15])([C:8]1[CH:13]=[CH:12][CH:11]=[CH:10][CH:9]=1)[C:2]1[CH:7]=[CH:6][CH:5]=[CH:4][CH:3]=1.[O:30]=[O+][O-]. Product: [Si:1]([O:18][CH2:19][C:20]1[C:21]([O:28][CH3:29])=[N:22][C:23]([CH:26]=[O:30])=[N:24][CH:25]=1)([C:14]([CH3:15])([CH3:17])[CH3:16])([C:2]1[CH:7]=[CH:6][CH:5]=[CH:4][CH:3]=1)[C:8]1[CH:13]=[CH:12][CH:11]=[CH:10][CH:9]=1. The catalyst class is: 98.